From a dataset of Reaction yield outcomes from USPTO patents with 853,638 reactions. Predict the reaction yield, written as a fraction of the theoretical maximum amount of product (1.0 means a 100% yield; for example, 0.34 means a 34% yield). (1) The reactants are ON1C(=O)CCC1=O.[N+:9]([C:12]1[CH:17]=[CH:16][C:15](C)=[CH:14][CH:13]=1)([O-:11])=[O:10].[C:19](=[O:21])=[O:20].O=O. The catalyst is C(O)(=O)C.O.O.O.O.C([O-])(=O)C.[Co+2].C([O-])(=O)C. The product is [N+:9]([C:12]1[CH:17]=[CH:16][C:15]([C:19]([OH:21])=[O:20])=[CH:14][CH:13]=1)([O-:11])=[O:10]. The yield is 0.900. (2) The product is [F:1][C:2]1[CH:3]=[CH:4][C:5]([N:13]2[CH2:14][CH2:15][N:16]([CH2:19][CH2:20][C:21]3[CH:22]=[C:23]([NH:24][C:28](=[O:30])[CH3:29])[CH:25]=[CH:26][CH:27]=3)[CH2:17][CH2:18]2)=[C:6]2[C:11]=1[N:10]=[C:9]([CH3:12])[CH:8]=[CH:7]2. No catalyst specified. The reactants are [F:1][C:2]1[CH:3]=[CH:4][C:5]([N:13]2[CH2:18][CH2:17][N:16]([CH2:19][CH2:20][C:21]3[CH:22]=[C:23]([CH:25]=[CH:26][CH:27]=3)[NH2:24])[CH2:15][CH2:14]2)=[C:6]2[C:11]=1[N:10]=[C:9]([CH3:12])[CH:8]=[CH:7]2.[C:28](Cl)(=[O:30])[CH3:29]. The yield is 0.260. (3) The reactants are [Na].Cl.[N:3]1[CH:8]=[CH:7][C:6]([CH2:9][C:10]#[N:11])=[CH:5][CH:4]=1.[F:12][C:13]1[CH:14]=[C:15]([CH:18]=[CH:19][CH:20]=1)[CH:16]=O. The catalyst is C(O)C. The product is [F:12][C:13]1[CH:14]=[C:15]([CH:16]=[C:9]([C:6]2[CH:7]=[CH:8][N:3]=[CH:4][CH:5]=2)[C:10]#[N:11])[CH:18]=[CH:19][CH:20]=1. The yield is 0.560. (4) The reactants are [CH2:1]([NH:8][C:9](=O)[C:10]1[CH:15]=[CH:14][CH:13]=[C:12]([O:16][CH3:17])[C:11]=1[O:18][CH3:19])[CH2:2][CH2:3][CH2:4][CH2:5][CH2:6][CH3:7].B. The catalyst is C1COCC1.C(OCC)C. The product is [CH3:19][O:18][C:11]1[C:12]([O:16][CH3:17])=[CH:13][CH:14]=[CH:15][C:10]=1[CH2:9][NH:8][CH2:1][CH2:2][CH2:3][CH2:4][CH2:5][CH2:6][CH3:7]. The yield is 0.550. (5) The reactants are [CH:1]([N:14]1[C:22]2[C:17](=[CH:18][C:19]([Cl:23])=[CH:20][CH:21]=2)[CH:16]=[C:15]1[CH2:24][CH2:25][NH:26][S:27]([CH2:30][C:31]1[CH:36]=[CH:35][C:34]([Cl:37])=[C:33]([Cl:38])[CH:32]=1)(=[O:29])=[O:28])([C:8]1[CH:13]=[CH:12][CH:11]=[CH:10][CH:9]=1)[C:2]1[CH:7]=[CH:6][CH:5]=[CH:4][CH:3]=1.C([O:41][C:42](=[O:53])[C:43]1[CH:48]=[CH:47][C:46]([CH2:49][CH2:50][CH:51]=O)=[CH:45][CH:44]=1)C.C([SiH](CC)CC)C.S([O-])([O-])(=O)=O.[Mg+2].B(F)(F)F.CCOCC.FC(F)(F)C(O)=O.C(O)(=O)C. The catalyst is ClCCl. The product is [CH:1]([N:14]1[C:22]2[C:17](=[CH:18][C:19]([Cl:23])=[CH:20][CH:21]=2)[C:16]([CH2:51][CH2:50][CH2:49][C:46]2[CH:47]=[CH:48][C:43]([C:42]([OH:53])=[O:41])=[CH:44][CH:45]=2)=[C:15]1[CH2:24][CH2:25][NH:26][S:27]([CH2:30][C:31]1[CH:36]=[CH:35][C:34]([Cl:37])=[C:33]([Cl:38])[CH:32]=1)(=[O:28])=[O:29])([C:2]1[CH:7]=[CH:6][CH:5]=[CH:4][CH:3]=1)[C:8]1[CH:9]=[CH:10][CH:11]=[CH:12][CH:13]=1. The yield is 0.520. (6) The reactants are Br[C:2]1[CH:3]=[C:4]2[C:9](=[CH:10][CH:11]=1)[N:8]=[CH:7][C:6]([C:12](=[O:15])[CH2:13][CH3:14])=[C:5]2[NH:16][C:17]1[CH:18]=[CH:19][C:20]([N:23]2[CH2:27][CH2:26][CH:25]([NH:28]C(=O)OC(C)(C)C)[CH2:24]2)=[N:21][CH:22]=1.[Cl:36][C:37]1[CH:42]=[C:41](B2OC(C)(C)C(C)(C)O2)[CH:40]=[C:39]([F:52])[C:38]=1[OH:53]. No catalyst specified. The product is [NH2:28][CH:25]1[CH2:26][CH2:27][N:23]([C:20]2[N:21]=[CH:22][C:17]([NH:16][C:5]3[C:4]4[C:9](=[CH:10][CH:11]=[C:2]([C:41]5[CH:40]=[C:39]([F:52])[C:38]([OH:53])=[C:37]([Cl:36])[CH:42]=5)[CH:3]=4)[N:8]=[CH:7][C:6]=3[C:12](=[O:15])[CH2:13][CH3:14])=[CH:18][CH:19]=2)[CH2:24]1. The yield is 0.370. (7) The reactants are Cl[C:2]1[S:3][C:4]([CH2:22][N:23]2[CH2:28][CH2:27][O:26][CH2:25][CH2:24]2)=[CH:5][C:6]=1[C:7](=[O:21])/[C:8](=[N:13]/[NH:14][C:15]1[CH:20]=[CH:19][CH:18]=[CH:17][CH:16]=1)/[C:9]([O:11][CH3:12])=[O:10].[H-].[Na+]. The catalyst is C1COCC1. The product is [N:23]1([CH2:22][C:4]2[S:3][C:2]3[N:14]([C:15]4[CH:20]=[CH:19][CH:18]=[CH:17][CH:16]=4)[N:13]=[C:8]([C:9]([O:11][CH3:12])=[O:10])[C:7](=[O:21])[C:6]=3[CH:5]=2)[CH2:28][CH2:27][O:26][CH2:25][CH2:24]1. The yield is 0.160. (8) The catalyst is [Fe].ClCCl. The yield is 0.980. The reactants are [Cl:1][C:2]1[CH:7]=[CH:6][CH:5]=[C:4]([F:8])[C:3]=1[CH3:9].[Br:10]Br. The product is [Br:10][C:7]1[C:2]([Cl:1])=[C:3]([CH3:9])[C:4]([F:8])=[CH:5][CH:6]=1. (9) The reactants are C[Si](C)(C)[C:3]([F:6])([F:5])[F:4].[CH:9]([C:11]1[CH:12]=[C:13]([CH2:17][C:18]([O:20][CH2:21][CH3:22])=[O:19])[CH:14]=[CH:15][CH:16]=1)=[O:10].[F-].[Cs+].CCCC[N+](CCCC)(CCCC)CCCC.[F-]. The catalyst is CN(C=O)C.C1COCC1.O. The product is [F:4][C:3]([F:6])([F:5])[CH:9]([C:11]1[CH:12]=[C:13]([CH2:17][C:18]([O:20][CH2:21][CH3:22])=[O:19])[CH:14]=[CH:15][CH:16]=1)[OH:10]. The yield is 0.160. (10) The reactants are [CH2:1]([O:3][C:4](=[O:9])[CH2:5][CH:6]([NH2:8])[CH3:7])[CH3:2].[CH:10](=O)[C:11]1[CH:16]=[CH:15][CH:14]=[CH:13][CH:12]=1.C(O)(=O)C.C(O[BH-](OC(=O)C)OC(=O)C)(=O)C.[Na+].C(=O)(O)[O-].[Na+]. The catalyst is ClCCCl. The product is [CH2:1]([O:3][C:4](=[O:9])[CH2:5][CH:6]([NH:8][CH2:10][C:11]1[CH:16]=[CH:15][CH:14]=[CH:13][CH:12]=1)[CH3:7])[CH3:2]. The yield is 0.280.